This data is from HIV replication inhibition screening data with 41,000+ compounds from the AIDS Antiviral Screen. The task is: Binary Classification. Given a drug SMILES string, predict its activity (active/inactive) in a high-throughput screening assay against a specified biological target. (1) The molecule is CC(=O)OC1=C2CC3(C)OC(=O)CC(C)(C)C3=CC=C2C=C(C(C)C)C1=O. The result is 0 (inactive). (2) The compound is CCOC(=O)C(=Cn1c(=S)[nH]c2ccccc21)C(=O)c1ccccc1. The result is 0 (inactive). (3) The molecule is NS(=O)(=O)c1cc2c(cc1Cl)N=C(C(=O)NNC(=O)c1ccncc1)N=S2(=O)O. The result is 0 (inactive). (4) The result is 0 (inactive). The molecule is O=C1OCCC1=Cc1ccc(O)cc1. (5) The drug is N=C1NNC(=O)c2cccnc2N1. The result is 0 (inactive). (6) The result is 0 (inactive). The molecule is O=C1OC2(c3ccccc31)c1ccccc1-c1ccccc12. (7) The compound is CCc1nnc2sc(=S)[nH]n12. The result is 0 (inactive). (8) The compound is CC1=C([N+](=O)[O-])C(N2CCOCC2)C(C)(N2CCOCC2)S1. The result is 0 (inactive). (9) The result is 0 (inactive). The molecule is COc1cc(NS(C)(=O)=O)ccc1Nc1c2ccccc2nc2c1[nH]c1ccc(NC3OC(CO)C(O)C(O)C3O)cc12. (10) The molecule is O=C(O)C(Cl)=C(Cl)C(=O)Nc1ccccc1. The result is 0 (inactive).